From a dataset of Full USPTO retrosynthesis dataset with 1.9M reactions from patents (1976-2016). Predict the reactants needed to synthesize the given product. (1) Given the product [CH2:2]([O:5][C:27](=[O:28])[C:11]([CH3:10])([C:12]1[CH:13]=[CH:14][C:15]([N+:18]([O-:20])=[O:19])=[CH:16][CH:17]=1)[CH3:22])[CH3:1], predict the reactants needed to synthesize it. The reactants are: [CH3:1][C:2]([O-:5])(C)C.[Na+].C(O[C:10](=O)[CH2:11][C:12]1[CH:17]=[CH:16][C:15]([N+:18]([O-:20])=[O:19])=[CH:14][CH:13]=1)C.[CH3:22]I.CN([CH:27]=[O:28])C. (2) Given the product [NH2:1][C:2]1[N:7]=[C:6]([CH3:8])[N:5]=[C:4]([C:9]2[N:13]3[N:14]=[CH:15][CH:16]=[CH:17][C:12]3=[N:11][C:10]=2[NH:18][C:19]2[CH:23]=[CH:22][N:21]([C:25]([NH:24][C:27]3[CH:32]=[CH:31][CH:30]=[CH:29][CH:28]=3)=[O:26])[N:20]=2)[CH:3]=1, predict the reactants needed to synthesize it. The reactants are: [NH2:1][C:2]1[N:7]=[C:6]([CH3:8])[N:5]=[C:4]([C:9]2[N:13]3[N:14]=[CH:15][CH:16]=[CH:17][C:12]3=[N:11][C:10]=2[NH:18][C:19]2[CH:23]=[CH:22][NH:21][N:20]=2)[CH:3]=1.[N:24]([C:27]1[CH:32]=[CH:31][CH:30]=[CH:29][CH:28]=1)=[C:25]=[O:26].N1C=CC=N1.C(O)(C(F)(F)F)=O. (3) Given the product [C:13]([C:15]1[CH:16]=[C:17]([CH:22]=[CH:23][C:24]=1[F:25])[CH2:18][N:19]([O:20][CH3:21])[C:8](=[O:9])[CH:7]=[C:5]1[C:4](=[O:11])[O:3][C:2]([CH3:12])([CH3:1])[O:6]1)#[N:14], predict the reactants needed to synthesize it. The reactants are: [CH3:1][C:2]1([CH3:12])[O:6][C:5](=[CH:7][C:8](Cl)=[O:9])[C:4](=[O:11])[O:3]1.[C:13]([C:15]1[CH:16]=[C:17]([CH:22]=[CH:23][C:24]=1[F:25])[CH2:18][NH:19][O:20][CH3:21])#[N:14]. (4) Given the product [CH3:1][O:2][C:3]1[CH:4]=[CH:5][C:6]([CH2:7][CH:8]2[C:17]3[C:12](=[CH:13][C:14]([O:20][CH3:21])=[C:15]([O:18][CH3:19])[CH:16]=3)[CH2:11][CH2:10][N:9]2[CH2:25][C:26]([NH:33][CH2:32][C:31]2[CH:34]=[CH:35][CH:36]=[CH:37][C:30]=2[F:29])=[O:27])=[CH:22][CH:23]=1, predict the reactants needed to synthesize it. The reactants are: [CH3:1][O:2][C:3]1[CH:23]=[CH:22][C:6]([CH2:7][CH:8]2[C:17]3[C:12](=[CH:13][C:14]([O:20][CH3:21])=[C:15]([O:18][CH3:19])[CH:16]=3)[CH2:11][CH2:10][NH:9]2)=[CH:5][CH:4]=1.Br[CH2:25][C:26](Br)=[O:27].[F:29][C:30]1[CH:37]=[CH:36][CH:35]=[CH:34][C:31]=1[CH2:32][NH2:33].